Dataset: Reaction yield outcomes from USPTO patents with 853,638 reactions. Task: Predict the reaction yield, written as a fraction of the theoretical maximum amount of product (1.0 means a 100% yield; for example, 0.34 means a 34% yield). (1) The reactants are [H-].[Na+].[NH2:3][C:4]1[N:13]=[CH:12][C:11]2[CH:10]=[CH:9][C:8]3[C:14]([C:18]([O:20][CH2:21][CH3:22])=[O:19])=[N:15][N:16]([CH3:17])[C:7]=3[C:6]=2[N:5]=1.[CH2:23]([N:25]=[C:26]=[O:27])[CH3:24]. The catalyst is CN(C)C=O. The product is [CH2:23]([NH:25][C:26]([NH:3][C:4]1[N:13]=[CH:12][C:11]2[CH:10]=[CH:9][C:8]3[C:14]([C:18]([O:20][CH2:21][CH3:22])=[O:19])=[N:15][N:16]([CH3:17])[C:7]=3[C:6]=2[N:5]=1)=[O:27])[CH3:24]. The yield is 0.500. (2) The reactants are Cl[C:2]1[N:7]=[C:6]([N:8]([CH3:28])[CH2:9][CH2:10][CH2:11][O:12][C:13]2[CH:14]=[C:15]3[C:19](=[CH:20][CH:21]=2)[C@H:18]([CH2:22][C:23]([O:25][CH2:26][CH3:27])=[O:24])[CH2:17][CH2:16]3)[C:5]([CH3:29])=[CH:4][N:3]=1.[CH2:30]([C:32]1[CH:37]=[CH:36][C:35](B(O)O)=[CH:34][CH:33]=1)[CH3:31].C(Cl)Cl.C([O-])([O-])=O.[Na+].[Na+]. The catalyst is CCOC(C)=O.C1C=CC(P(C2C=CC=CC=2)[C-]2C=CC=C2)=CC=1.C1C=CC(P(C2C=CC=CC=2)[C-]2C=CC=C2)=CC=1.Cl[Pd]Cl.[Fe+2].O1CCOCC1.C1(C)C=CC=CC=1. The product is [CH2:30]([C:32]1[CH:37]=[CH:36][C:35]([C:2]2[N:7]=[C:6]([N:8]([CH3:28])[CH2:9][CH2:10][CH2:11][O:12][C:13]3[CH:14]=[C:15]4[C:19](=[CH:20][CH:21]=3)[C@H:18]([CH2:22][C:23]([O:25][CH2:26][CH3:27])=[O:24])[CH2:17][CH2:16]4)[C:5]([CH3:29])=[CH:4][N:3]=2)=[CH:34][CH:33]=1)[CH3:31]. The yield is 0.590. (3) The reactants are [Na].[Br:2][C:3]1[S:7][C:6]([CH:8]=O)=[CH:5][CH:4]=1.[N:10]([CH2:13][C:14]([O:16][CH2:17][CH3:18])=[O:15])=[N+:11]=[N-:12]. The catalyst is CCO. The product is [N:10]([C:13](=[CH:8][C:6]1[S:7][C:3]([Br:2])=[CH:4][CH:5]=1)[C:14]([O:16][CH2:17][CH3:18])=[O:15])=[N+:11]=[N-:12]. The yield is 0.420. (4) The reactants are ClC(Cl)(O[C:5](=[O:11])OC(Cl)(Cl)Cl)Cl.[NH2:13][C:14]1[C:15]([F:38])=[C:16]([CH:35]=[CH:36][CH:37]=1)[CH2:17][N:18]1[CH2:23][CH2:22][N:21]([C:24]([O:26][CH2:27][C:28]2[CH:33]=[CH:32][CH:31]=[CH:30][CH:29]=2)=[O:25])[C@H:20]([CH3:34])[CH2:19]1.CCN(C(C)C)C(C)C.[NH2:48][C:49]1[CH:54]=[CH:53][N:52]=[C:51]([CH3:55])[CH:50]=1. The catalyst is C1COCC1.CCOC(C)=O. The product is [F:38][C:15]1[C:14]([NH:13][C:5]([NH:48][C:49]2[CH:54]=[CH:53][N:52]=[C:51]([CH3:55])[CH:50]=2)=[O:11])=[CH:37][CH:36]=[CH:35][C:16]=1[CH2:17][N:18]1[CH2:23][CH2:22][N:21]([C:24]([O:26][CH2:27][C:28]2[CH:33]=[CH:32][CH:31]=[CH:30][CH:29]=2)=[O:25])[C@H:20]([CH3:34])[CH2:19]1. The yield is 0.270. (5) The catalyst is O1CCCC1.O. The product is [CH:6]1([CH2:5][CH:4]([C:11]2[CH:16]=[CH:15][C:14]([S:17]([CH3:20])(=[O:19])=[O:18])=[C:13]([C:21]([F:24])([F:22])[F:23])[CH:12]=2)[C:3]([OH:25])=[O:2])[CH2:10][CH2:9][CH2:8][CH2:7]1. The yield is 0.845. The reactants are C[O:2][C:3](=[O:25])[CH:4]([C:11]1[CH:16]=[CH:15][C:14]([S:17]([CH3:20])(=[O:19])=[O:18])=[C:13]([C:21]([F:24])([F:23])[F:22])[CH:12]=1)[CH2:5][CH:6]1[CH2:10][CH2:9][CH2:8][CH2:7]1.[OH-].[Li+]. (6) The reactants are Br[C:2]1[CH:3]=[C:4]([N:8]([CH2:23][CH:24]([O:29][Si](C(C)(C)C)(C)C)[C:25]([F:28])([F:27])[F:26])[CH2:9][C:10]2[CH:15]=[CH:14][CH:13]=[C:12]([O:16][C:17]([F:22])([F:21])[CH:18]([F:20])[F:19])[CH:11]=2)[CH:5]=[CH:6][CH:7]=1.C(=O)([O-])[O-].[Cs+].[Cs+].[CH3:43][O:44][C:45]1[CH:51]=[CH:50][C:48]([NH2:49])=[CH:47][CH:46]=1.[F-].C([N+](CCCC)(CCCC)CCCC)CCC. The catalyst is C1(C)C=CC=CC=1. The product is [CH3:43][O:44][C:45]1[CH:51]=[CH:50][C:48]([NH:49][C:2]2[CH:3]=[C:4]([N:8]([CH2:9][C:10]3[CH:15]=[CH:14][CH:13]=[C:12]([O:16][C:17]([F:21])([F:22])[CH:18]([F:20])[F:19])[CH:11]=3)[CH2:23][CH:24]([OH:29])[C:25]([F:26])([F:28])[F:27])[CH:5]=[CH:6][CH:7]=2)=[CH:47][CH:46]=1. The yield is 0.730.